From a dataset of Forward reaction prediction with 1.9M reactions from USPTO patents (1976-2016). Predict the product of the given reaction. (1) The product is: [F:19][C:18]1[C:2]([C:29]#[C:28][C@@:26]([OH:30])([C:23]2[CH:22]=[C:21]([CH3:20])[O:25][N:24]=2)[CH3:27])=[CH:3][C:4]2[C:10]3[S:11][C:12]([C:14]([NH2:16])=[O:15])=[CH:13][C:9]=3[CH2:8][CH2:7][O:6][C:5]=2[CH:17]=1. Given the reactants Br[C:2]1[C:18]([F:19])=[CH:17][C:5]2[O:6][CH2:7][CH2:8][C:9]3[CH:13]=[C:12]([C:14]([NH2:16])=[O:15])[S:11][C:10]=3[C:4]=2[CH:3]=1.[CH3:20][C:21]1[O:25][N:24]=[C:23]([C@:26]([OH:30])([C:28]#[CH:29])[CH3:27])[CH:22]=1, predict the reaction product. (2) Given the reactants [CH:1]1([C:4]2[N:5]=[C:6]3[CH:11]=[CH:10][C:9]([N:12]4[CH:17]=[CH:16][C:15]([OH:18])=[CH:14][C:13]4=[O:19])=[CH:8][N:7]3[C:20]=2[CH3:21])[CH2:3][CH2:2]1.[S:22]1[CH:26]=[CH:25][C:24]([CH2:27]O)=[CH:23]1.C(P(CCCC)CCCC)CCC.N(C(N1CCCCC1)=O)=NC(N1CCCCC1)=O, predict the reaction product. The product is: [CH:1]1([C:4]2[N:5]=[C:6]3[CH:11]=[CH:10][C:9]([N:12]4[CH:17]=[CH:16][C:15]([O:18][CH2:27][C:24]5[CH:25]=[CH:26][S:22][CH:23]=5)=[CH:14][C:13]4=[O:19])=[CH:8][N:7]3[C:20]=2[CH3:21])[CH2:3][CH2:2]1. (3) Given the reactants Br[C:2]1[C:3]([CH:7]([OH:17])[CH2:8][CH2:9][CH2:10][C:11]2[CH:16]=[CH:15][CH:14]=[CH:13][CH:12]=2)=[CH:4][S:5][CH:6]=1.[CH2:18]([O:20][C:21]([C:23]1([C:26]2[CH:31]=[CH:30][C:29]([C:32]3[CH:37]=[CH:36][C:35](B4OC(C)(C)C(C)(C)O4)=[CH:34][CH:33]=3)=[CH:28][CH:27]=2)[CH2:25][CH2:24]1)=[O:22])[CH3:19], predict the reaction product. The product is: [CH2:18]([O:20][C:21]([C:23]1([C:26]2[CH:27]=[CH:28][C:29]([C:32]3[CH:33]=[CH:34][C:35]([C:2]4[C:3]([CH:7]([OH:17])[CH2:8][CH2:9][CH2:10][C:11]5[CH:16]=[CH:15][CH:14]=[CH:13][CH:12]=5)=[CH:4][S:5][CH:6]=4)=[CH:36][CH:37]=3)=[CH:30][CH:31]=2)[CH2:25][CH2:24]1)=[O:22])[CH3:19]. (4) Given the reactants [CH2:1]([O:3][C:4]1[CH:5]=[N:6][C:7]([C:10]2[CH:15]=[CH:14][CH:13]=[C:12](B3OC(C)(C)C(C)(C)O3)[CH:11]=2)=[N:8][CH:9]=1)[CH3:2].Cl[CH2:26][C:27]1[C:32](=[O:33])[CH:31]=[CH:30][N:29]([C:34]2[CH:35]=[N:36][N:37]([CH3:39])[CH:38]=2)[N:28]=1.[O-]P([O-])([O-])=O.[K+].[K+].[K+].O, predict the reaction product. The product is: [CH2:1]([O:3][C:4]1[CH:9]=[N:8][C:7]([C:10]2[CH:11]=[C:12]([CH:13]=[CH:14][CH:15]=2)[CH2:26][C:27]2[C:32](=[O:33])[CH:31]=[CH:30][N:29]([C:34]3[CH:35]=[N:36][N:37]([CH3:39])[CH:38]=3)[N:28]=2)=[N:6][CH:5]=1)[CH3:2]. (5) Given the reactants [C:1]12[C:7](=[CH:8][CH:9]=[CH:10][CH:11]=1)[NH:6][C:5](=[O:12])[O:4][C:2]2=[O:3].[H-].[Na+].Br[CH2:16][C:17]([O:19][CH2:20][CH3:21])=[O:18], predict the reaction product. The product is: [O:12]=[C:5]1[N:6]([CH2:16][C:17]([O:19][CH2:20][CH3:21])=[O:18])[C:7]2[CH:8]=[CH:9][CH:10]=[CH:11][C:1]=2[C:2](=[O:3])[O:4]1. (6) Given the reactants [CH:1]1([CH:6]([OH:10])[C:7]([OH:9])=O)[CH2:5][CH2:4][CH2:3][CH2:2]1.Cl.N[C@H](C([NH:17][CH:18]1[C:24](=[O:25])[N:23]([CH2:26][CH:27]2[CH2:29][CH2:28]2)[C:22]2[CH:30]=[CH:31][CH:32]=[CH:33][C:21]=2[N:20]([CH2:34][CH:35]2[CH2:37][CH2:36]2)[C:19]1=[O:38])=O)C, predict the reaction product. The product is: [CH:1]1([CH:6]([OH:10])[C:7]([NH:17][C@H:18]([C:24]([C:18]2([NH2:17])[C:24](=[O:25])[N:23]([CH2:26][CH:27]3[CH2:29][CH2:28]3)[C:22]3[CH:30]=[CH:31][CH:32]=[CH:33][C:21]=3[N:20]([CH2:34][CH:35]3[CH2:37][CH2:36]3)[C:19]2=[O:38])=[O:25])[CH3:19])=[O:9])[CH2:2][CH2:3][CH2:4][CH2:5]1.